From a dataset of hERG potassium channel inhibition data for cardiac toxicity prediction from Karim et al.. Regression/Classification. Given a drug SMILES string, predict its toxicity properties. Task type varies by dataset: regression for continuous values (e.g., LD50, hERG inhibition percentage) or binary classification for toxic/non-toxic outcomes (e.g., AMES mutagenicity, cardiotoxicity, hepatotoxicity). Dataset: herg_karim. (1) The compound is C[NH+]1CCc2cc3c(cc2C(=O)Cc2ccc4c(c2C1)OCO4)OCO3. The result is 0 (non-blocker). (2) The result is 1 (blocker). The drug is Cc1ncoc1-c1nnc(SCCCN2CC3CCN(c4c(F)cccc4F)C3C2)n1C. (3) The drug is CCOC(=O)c1nn(-c2ccc(C)cc2)/c(=N/c2nc(-c3ccccc3)cc(-c3ccccc3)c2C#N)s1. The result is 1 (blocker). (4) The molecule is Cn1c(=O)oc2ccc(-c3ccc(C[C@@H](C#N)NC(=O)[C@@H]4CNCCCO4)cc3)cc21. The result is 0 (non-blocker). (5) The compound is Cc1c(NC(=O)c2ccc(C(C)(C)C)cc2)cccc1-c1nc(Nc2ccc(C(=O)N3CCOCC3)cc2)c2nc[nH]c2n1. The result is 0 (non-blocker).